Dataset: Full USPTO retrosynthesis dataset with 1.9M reactions from patents (1976-2016). Task: Predict the reactants needed to synthesize the given product. (1) Given the product [OH:5][C:6]1[CH:11]=[CH:10][CH:9]=[CH:8][C:7]=1[C:12]1[NH:13][C:18]2[CH2:19][CH2:20][CH2:21][C:16]([CH3:27])([CH3:15])[C:17]=2[C:23](=[O:24])[N:14]=1, predict the reactants needed to synthesize it. The reactants are: C[O-].[Na+].C[O:5][C:6]1[CH:11]=[CH:10][CH:9]=[CH:8][C:7]=1[C:12](=[NH:14])[NH2:13].[CH3:15][C:16]1([CH3:27])[CH2:21][CH2:20][CH2:19][C:18](=O)[CH:17]1[C:23](OC)=[O:24]. (2) Given the product [CH3:12][O:11][C:4]1[CH:5]=[CH:6][C:7]([N+:8]([O-:10])=[O:9])=[C:2]([CH:3]=1)[NH:21][CH2:20][C:19]1[CH:22]=[CH:23][C:16]([O:15][CH3:14])=[CH:17][CH:18]=1, predict the reactants needed to synthesize it. The reactants are: F[C:2]1[CH:3]=[C:4]([OH:11])[CH:5]=[CH:6][C:7]=1[N+:8]([O-:10])=[O:9].[CH3:12]I.[CH3:14][O:15][C:16]1[CH:23]=[CH:22][C:19]([CH2:20][NH2:21])=[CH:18][CH:17]=1. (3) Given the product [C:61]([N:16]([C:13]1[C:12]2[CH:24]=[C:8]([C:6]3[CH:7]=[C:2]([Cl:1])[CH:3]=[CH:4][C:5]=3[O:25][C:26]3[CH:31]=[C:30]([F:32])[C:29]([S:33](=[O:52])(=[O:51])[N:34]([CH2:40][C:41]4[CH:46]=[CH:45][C:44]([O:47][CH3:48])=[CH:43][C:42]=4[O:49][CH3:50])[C:35]4[S:39][N:38]=[CH:37][N:36]=4)=[CH:28][C:27]=3[F:53])[CH:9]=[CH:10][C:11]=2[O:15][N:14]=1)[C:17](=[O:23])[O:18][C:19]([CH3:20])([CH3:22])[CH3:21])(=[O:63])[CH3:62], predict the reactants needed to synthesize it. The reactants are: [Cl:1][C:2]1[CH:3]=[CH:4][C:5]([O:25][C:26]2[CH:31]=[C:30]([F:32])[C:29]([S:33](=[O:52])(=[O:51])[N:34]([CH2:40][C:41]3[CH:46]=[CH:45][C:44]([O:47][CH3:48])=[CH:43][C:42]=3[O:49][CH3:50])[C:35]3[S:39][N:38]=[CH:37][N:36]=3)=[CH:28][C:27]=2[F:53])=[C:6]([C:8]2[CH:9]=[CH:10][C:11]3[O:15][N:14]=[C:13]([NH:16][C:17](=[O:23])[O:18][C:19]([CH3:22])([CH3:21])[CH3:20])[C:12]=3[CH:24]=2)[CH:7]=1.C(N(CC)CC)C.[C:61](Cl)(=[O:63])[CH3:62]. (4) Given the product [C:1]1([C:15]2[CH:16]=[CH:17][CH:18]=[CH:19][CH:20]=2)[CH:2]=[CH:3][C:4]([CH2:7][C@H:8]2[N:12]([C:55](=[O:60])[C:56]([CH3:59])([CH3:58])[CH3:57])[C:11](=[O:13])[C@@H:10]([CH3:14])[CH2:9]2)=[CH:5][CH:6]=1.[C:1]1([C:15]2[CH:16]=[CH:17][CH:18]=[CH:19][CH:20]=2)[CH:2]=[CH:3][C:4]([CH2:7][C@H:8]2[N:12]([CH2:27][N:41]3[CH2:45][CH2:44][CH2:43][CH2:42]3)[C:11](=[O:13])[C@H:10]([CH3:14])[CH2:9]2)=[CH:5][CH:6]=1, predict the reactants needed to synthesize it. The reactants are: [C:1]1([C:15]2[CH:20]=[CH:19][CH:18]=[CH:17][CH:16]=2)[CH:6]=[CH:5][C:4]([CH2:7][C@H:8]2[NH:12][C:11](=[O:13])[C@@H:10]([CH3:14])[CH2:9]2)=[CH:3][CH:2]=1.C(OC(=O)[C@H](C)C[C@H:27]([N:41]1[C:45](=O)[CH2:44][CH2:43][C:42]1=O)CC1C=CC(C2C=CC=CC=2)=CC=1)C.C([Li])CCC.[C:55](Cl)(=[O:60])[C:56]([CH3:59])([CH3:58])[CH3:57]. (5) Given the product [CH3:18][O:19][N:20]([CH3:21])[C:14](=[O:16])[C@@H:12]([NH:11][C:9](=[O:10])[O:8][CH2:1][C:2]1[CH:3]=[CH:4][CH:5]=[CH:6][CH:7]=1)[CH3:13], predict the reactants needed to synthesize it. The reactants are: [CH2:1]([O:8][C:9]([NH:11][C@H:12]([C:14]([OH:16])=O)[CH3:13])=[O:10])[C:2]1[CH:7]=[CH:6][CH:5]=[CH:4][CH:3]=1.Cl.[CH3:18][O:19][NH:20][CH3:21].Cl.C(N=C=NCCCN(C)C)C.C(N(CC)C(C)C)(C)C.Cl. (6) Given the product [CH2:1]([C:8]1[S:9][C:10]([CH2:35][OH:36])=[C:11]([O:13][CH2:14][CH2:15][CH2:16][C:17]2[N:21]([CH2:22][C:23]3[CH:28]=[CH:27][C:26]([Cl:29])=[CH:25][C:24]=3[Cl:30])[N:20]=[C:19]([O:31][CH:32]([CH3:33])[CH3:34])[CH:18]=2)[N:12]=1)[C:2]1[CH:7]=[CH:6][CH:5]=[CH:4][CH:3]=1, predict the reactants needed to synthesize it. The reactants are: [CH2:1]([C:8]1[S:9][C:10]([C:35](OCC)=[O:36])=[C:11]([O:13][CH2:14][CH2:15][CH2:16][C:17]2[N:21]([CH2:22][C:23]3[CH:28]=[CH:27][C:26]([Cl:29])=[CH:25][C:24]=3[Cl:30])[N:20]=[C:19]([O:31][CH:32]([CH3:34])[CH3:33])[CH:18]=2)[N:12]=1)[C:2]1[CH:7]=[CH:6][CH:5]=[CH:4][CH:3]=1.[H-].C([Al+]CC(C)C)C(C)C.Cl. (7) Given the product [Cl:20][C:21]1[CH:26]=[CH:25][C:24]([CH2:27][NH:28][C:29](=[O:34])[C:30]([CH3:33])([CH3:32])[CH3:31])=[CH:23][C:22]=1[N:35]1[C:16](=[O:17])[NH:15][C:13]([C:12]2[CH:18]=[CH:19][C:9]([C:7]3[O:8][C:4]([CH:1]([CH3:3])[CH3:2])=[N:5][N:6]=3)=[CH:10][CH:11]=2)=[N:36]1, predict the reactants needed to synthesize it. The reactants are: [CH:1]([C:4]1[O:8][C:7]([C:9]2[CH:19]=[CH:18][C:12]([C:13]([N:15]=[C:16]=[O:17])=O)=[CH:11][CH:10]=2)=[N:6][N:5]=1)([CH3:3])[CH3:2].[Cl:20][C:21]1[CH:26]=[CH:25][C:24]([CH2:27][NH:28][C:29](=[O:34])[C:30]([CH3:33])([CH3:32])[CH3:31])=[CH:23][C:22]=1[NH:35][NH:36]C(OC(C)(C)C)=O.FC(F)(F)C(O)=O. (8) Given the product [NH2:1][C:2]1[N:6]([C:7]2[CH:8]=[CH:9][C:10]([F:13])=[CH:11][CH:12]=2)[N:5]=[CH:4][C:3]=1[C:14]([NH:50][CH2:51][C@:52]([OH:59])([CH2:53][OH:54])[C:55]([F:58])([F:57])[F:56])=[O:16], predict the reactants needed to synthesize it. The reactants are: [NH2:1][C:2]1[N:6]([C:7]2[CH:12]=[CH:11][C:10]([F:13])=[CH:9][CH:8]=2)[N:5]=[CH:4][C:3]=1[C:14]([OH:16])=O.C(N(C(C)C)CC)(C)C.F[P-](F)(F)(F)(F)F.N1(OC(N(C)C)=[N+](C)C)C2N=CC=CC=2N=N1.[NH2:50][CH2:51][C@@:52]([OH:59])([C:55]([F:58])([F:57])[F:56])[CH2:53][OH:54]. (9) Given the product [O:7]1[CH2:12][CH2:11][C:10](=[C:15]([C:16]([O:18][CH2:19][CH3:20])=[O:17])[C:14]([O:22][CH2:23][CH3:24])=[O:21])[CH2:9][CH2:8]1, predict the reactants needed to synthesize it. The reactants are: N1C=CC=CC=1.[O:7]1[CH2:12][CH2:11][C:10](=O)[CH2:9][CH2:8]1.[C:14]([O:22][CH2:23][CH3:24])(=[O:21])[CH2:15][C:16]([O:18][CH2:19][CH3:20])=[O:17].